From a dataset of Full USPTO retrosynthesis dataset with 1.9M reactions from patents (1976-2016). Predict the reactants needed to synthesize the given product. (1) Given the product [CH2:1]([O:8][C:9]1[CH:14]=[CH:13][CH:12]=[CH:11][C:10]=1[NH:15][C:16](=[O:34])[NH:17][C:18]1[CH:23]=[CH:22][C:21]([CH2:24][C:25]([OH:27])=[O:26])=[CH:20][C:19]=1[O:32][CH3:33])[C:2]1[CH:7]=[CH:6][CH:5]=[CH:4][CH:3]=1, predict the reactants needed to synthesize it. The reactants are: [CH2:1]([O:8][C:9]1[CH:14]=[CH:13][CH:12]=[CH:11][C:10]=1[NH:15][C:16](=[O:34])[NH:17][C:18]1[CH:23]=[CH:22][C:21]([CH2:24][C:25]([O:27]C(C)(C)C)=[O:26])=[CH:20][C:19]=1[O:32][CH3:33])[C:2]1[CH:7]=[CH:6][CH:5]=[CH:4][CH:3]=1.C(O)(C(F)(F)F)=O. (2) Given the product [CH2:9]([O:8][P:1]([CH2:12][C:13]1[CH:18]=[CH:17][C:16]([NH:19][C:20](=[O:25])[C:21]([F:24])([F:23])[F:22])=[CH:15][C:14]=1[C:26]([F:27])([F:28])[F:29])(=[O:2])[O:5][CH2:6][CH3:7])[CH3:10], predict the reactants needed to synthesize it. The reactants are: [P:1]([O:8][CH2:9][CH3:10])([O:5][CH2:6][CH3:7])[O:2]CC.Br[CH2:12][C:13]1[CH:18]=[CH:17][C:16]([NH:19][C:20](=[O:25])[C:21]([F:24])([F:23])[F:22])=[CH:15][C:14]=1[C:26]([F:29])([F:28])[F:27].